This data is from Full USPTO retrosynthesis dataset with 1.9M reactions from patents (1976-2016). The task is: Predict the reactants needed to synthesize the given product. (1) Given the product [Cl:1][C:2]1[N:7]=[CH:6][C:5]2[C:8](=[O:9])[O:18][CH2:17][C:4]=2[CH:3]=1, predict the reactants needed to synthesize it. The reactants are: [Cl:1][C:2]1[N:7]=[CH:6][C:5]([C:8](N(C(C)C)C(C)C)=[O:9])=[C:4]([CH2:17][OH:18])[CH:3]=1.C(=O)([O-])[O-].[Na+].[Na+]. (2) Given the product [NH2:37][C:38]1[N:46]=[C:45]2[C:41]([N:42]=[CH:43][NH:44]2)=[C:40]([NH:47][CH:48]([C:50]2[N:59]([C:60]3[CH:67]=[CH:66][CH:65]=[C:62]([N:2]4[CH2:3][CH2:4][O:5][CH2:6][CH2:36]4)[CH:61]=3)[C:58](=[O:68])[C:57]3[C:52](=[CH:53][CH:54]=[CH:55][C:56]=3[CH3:69])[N:51]=2)[CH3:49])[N:39]=1, predict the reactants needed to synthesize it. The reactants are: C[N:2]([CH3:36])[CH2:3][CH2:4][O:5][C:6]1C=C(N2C(=O)C3C(=CC=CC=3C)N=C2C(NC2N=CN=C3C=2N=CN3)C)C=CC=1.[NH2:37][C:38]1[N:46]=[C:45]2[C:41]([N:42]=[CH:43][NH:44]2)=[C:40]([NH:47][CH:48]([C:50]2[N:59]([C:60]3[CH:61]=[C:62]([CH:65]=[CH:66][CH:67]=3)C#N)[C:58](=[O:68])[C:57]3[C:52](=[CH:53][CH:54]=[CH:55][C:56]=3[CH3:69])[N:51]=2)[CH3:49])[N:39]=1. (3) Given the product [C:1]([CH2:3][C:4]([N:18]([CH2:19][C:20]([CH3:25])([CH3:26])[C:21]([O:23][CH3:24])=[O:22])[C:17]1[CH:16]=[CH:15][C:14]([I:13])=[CH:28][CH:27]=1)=[O:5])#[N:2], predict the reactants needed to synthesize it. The reactants are: [C:1]([CH2:3][C:4](O)=[O:5])#[N:2].C(Cl)(=O)C(Cl)=O.[I:13][C:14]1[CH:28]=[CH:27][C:17]([NH:18][CH2:19][C:20]([CH3:26])([CH3:25])[C:21]([O:23][CH3:24])=[O:22])=[CH:16][CH:15]=1.C(N(C(C)C)CC)(C)C.